From a dataset of Reaction yield outcomes from USPTO patents with 853,638 reactions. Predict the reaction yield, written as a fraction of the theoretical maximum amount of product (1.0 means a 100% yield; for example, 0.34 means a 34% yield). (1) The reactants are [CH:1]([N:4]1[C:10]2[CH:11]=[CH:12][CH:13]=[CH:14][C:9]=2[O:8][C@H:7]([C:15]2[CH:20]=[CH:19][CH:18]=[CH:17][CH:16]=2)[C@H:6]([NH:21]C(=O)OC(C)(C)C)[C:5]1=[O:29])([CH3:3])[CH3:2].FC(F)(F)C(O)=O. The catalyst is ClCCl. The product is [NH2:21][C@@H:6]1[C:5](=[O:29])[N:4]([CH:1]([CH3:3])[CH3:2])[C:10]2[CH:11]=[CH:12][CH:13]=[CH:14][C:9]=2[O:8][C@@H:7]1[C:15]1[CH:20]=[CH:19][CH:18]=[CH:17][CH:16]=1. The yield is 0.990. (2) The reactants are C([O:5][C:6](=[O:68])[CH2:7][CH2:8][CH2:9][CH2:10][CH2:11][CH2:12][CH2:13][CH2:14][CH2:15][CH2:16][CH2:17][CH2:18][CH2:19][CH2:20][CH2:21][CH2:22][CH2:23][CH2:24][C:25](=[O:67])[NH:26][C@H:27]([C:60]([O:62]C(C)(C)C)=[O:61])[CH2:28][CH2:29][C:30](=[O:59])[NH:31][CH2:32][CH2:33][O:34][CH2:35][CH2:36][O:37][CH2:38][C:39](=[O:58])[NH:40][CH2:41][CH2:42][O:43][CH2:44][CH2:45][O:46][CH2:47][C:48]([O:50][N:51]1[C:55](=[O:56])[CH2:54][CH2:53][C:52]1=[O:57])=[O:49])(C)(C)C. The catalyst is C(O)(C(F)(F)F)=O. The product is [C:60]([C@@H:27]([NH:26][C:25]([CH2:24][CH2:23][CH2:22][CH2:21][CH2:20][CH2:19][CH2:18][CH2:17][CH2:16][CH2:15][CH2:14][CH2:13][CH2:12][CH2:11][CH2:10][CH2:9][CH2:8][CH2:7][C:6]([OH:68])=[O:5])=[O:67])[CH2:28][CH2:29][C:30](=[O:59])[NH:31][CH2:32][CH2:33][O:34][CH2:35][CH2:36][O:37][CH2:38][C:39](=[O:58])[NH:40][CH2:41][CH2:42][O:43][CH2:44][CH2:45][O:46][CH2:47][C:48]([O:50][N:51]1[C:55](=[O:56])[CH2:54][CH2:53][C:52]1=[O:57])=[O:49])([OH:62])=[O:61]. The yield is 0.800. (3) The reactants are C[O:2][C:3]1[CH:8]=[CH:7][C:6]([N:9]2[CH2:14][CH2:13][N:12]([C:15]3[CH:20]=[CH:19][C:18]([N:21]4[C:25](=[O:26])[N:24]([CH2:27][CH2:28][CH3:29])[N:23]=[CH:22]4)=[CH:17][CH:16]=3)[CH2:11][CH2:10]2)=[CH:5][CH:4]=1. The catalyst is Br. The product is [OH:2][C:3]1[CH:8]=[CH:7][C:6]([N:9]2[CH2:10][CH2:11][N:12]([C:15]3[CH:16]=[CH:17][C:18]([N:21]4[C:25](=[O:26])[N:24]([CH2:27][CH2:28][CH3:29])[N:23]=[CH:22]4)=[CH:19][CH:20]=3)[CH2:13][CH2:14]2)=[CH:5][CH:4]=1. The yield is 0.970. (4) The reactants are C[O:2][C:3]([C:5]1[CH:6]=[C:7]([NH:11][C:12]2[N:17]=[C:16]([NH:18][C:19]3[CH:24]=[CH:23][CH:22]=[C:21]([C:25]([O:27]C)=[O:26])[CH:20]=3)[C:15]([F:29])=[CH:14][N:13]=2)[CH:8]=[CH:9][CH:10]=1)=[O:4].[OH-].[Na+]. The catalyst is C1COCC1.O.C(OCC)(=O)C. The product is [C:3]([C:5]1[CH:6]=[C:7]([NH:11][C:12]2[N:17]=[C:16]([NH:18][C:19]3[CH:24]=[CH:23][CH:22]=[C:21]([C:25]([OH:27])=[O:26])[CH:20]=3)[C:15]([F:29])=[CH:14][N:13]=2)[CH:8]=[CH:9][CH:10]=1)([OH:4])=[O:2]. The yield is 0.580. (5) The reactants are [Cl-].[OH:2][NH3+:3].[C:4](=O)([O-])[OH:5].[Na+].CS(C)=O.C([O:16][C:17]([CH3:56])([CH3:55])[C:18]([O:20][C@H:21]1[CH2:26][CH2:25][C@H:24]([N:27]2[C:32](=[O:33])[C:31]([CH2:34][C:35]3[CH:40]=[CH:39][C:38]([C:41]4[CH:46]=[CH:45][CH:44]=[CH:43][C:42]=4[C:47]#[N:48])=[CH:37][CH:36]=3)=[C:30]([CH2:49][CH2:50][CH3:51])[N:29]3[N:52]=[CH:53][CH:54]=[C:28]23)[CH2:23][CH2:22]1)=[O:19])(=O)C. The catalyst is C(OCC)(=O)C. The product is [OH:16][C:17]([CH3:55])([CH3:56])[C:18]([O:20][C@H:21]1[CH2:22][CH2:23][C@H:24]([N:27]2[C:32](=[O:33])[C:31]([CH2:34][C:35]3[CH:40]=[CH:39][C:38]([C:41]4[CH:46]=[CH:45][CH:44]=[CH:43][C:42]=4[C:47]4[NH:48][C:4](=[O:5])[O:2][N:3]=4)=[CH:37][CH:36]=3)=[C:30]([CH2:49][CH2:50][CH3:51])[N:29]3[N:52]=[CH:53][CH:54]=[C:28]23)[CH2:25][CH2:26]1)=[O:19]. The yield is 0.170. (6) The reactants are [Cl:1][C:2]1[CH:7]=[CH:6][C:5]([C:8]2([C:21]#N)[CH2:13][CH2:12][N:11]([C:14]([O:16][C:17]([CH3:20])([CH3:19])[CH3:18])=[O:15])[CH2:10][CH2:9]2)=[CH:4][C:3]=1[F:23].Cl.[OH-:25].[Na+].CC(OC(OC(OC(C)(C)C)=O)=O)(C)C.[OH2:42]. The catalyst is O1CCOCC1. The product is [C:17]([O:16][C:14]([N:11]1[CH2:12][CH2:13][C:8]([C:5]2[CH:6]=[CH:7][C:2]([Cl:1])=[C:3]([F:23])[CH:4]=2)([C:21]([OH:42])=[O:25])[CH2:9][CH2:10]1)=[O:15])([CH3:20])([CH3:19])[CH3:18]. The yield is 0.440. (7) The reactants are [NH2:1][C:2]1[CH:7]=[CH:6][C:5]([C:8]2[CH:13]=[CH:12][C:11]([C:14]([C@@H:16]3[CH2:19][CH2:18][C@H:17]3[C:20]([O:22]C)=[O:21])=[O:15])=[CH:10][CH:9]=2)=[CH:4][CH:3]=1.Cl[C:25]1[S:26][C:27]2[C:33]([F:34])=[CH:32][C:31]([F:35])=[CH:30][C:28]=2[N:29]=1.Cl.[OH-].[Na+].[CH2:39](O)CCC. No catalyst specified. The product is [F:35][C:31]1[CH:32]=[C:33]([F:34])[C:27]2[S:26][C:25]([NH:1][C:2]3[CH:3]=[CH:4][C:5]([C:8]4[CH:9]=[CH:10][C:11]([C:14]([C@@H:16]5[CH2:39][CH2:19][CH2:18][C@H:17]5[C:20]([OH:22])=[O:21])=[O:15])=[CH:12][CH:13]=4)=[CH:6][CH:7]=3)=[N:29][C:28]=2[CH:30]=1. The yield is 0.580.